Dataset: Full USPTO retrosynthesis dataset with 1.9M reactions from patents (1976-2016). Task: Predict the reactants needed to synthesize the given product. (1) Given the product [OH:8][N:9]1[C:14]2[N:15]=[CH:16][N:17]=[C:18]([CH3:19])[C:13]=2[C:12]([NH:20][CH2:21][C:22]2[CH:27]=[CH:26][C:25]([CH:28]([CH3:29])[CH3:30])=[CH:24][CH:23]=2)=[CH:11][C:10]1=[O:31], predict the reactants needed to synthesize it. The reactants are: C([O:8][N:9]1[C:14]2[N:15]=[CH:16][N:17]=[C:18]([CH3:19])[C:13]=2[C:12]([NH:20][CH2:21][C:22]2[CH:27]=[CH:26][C:25]([CH:28]([CH3:30])[CH3:29])=[CH:24][CH:23]=2)=[CH:11][C:10]1=[O:31])C1C=CC=CC=1.[H][H]. (2) Given the product [N:43]1([CH2:2][C:3]2[CH:4]=[CH:5][C:6]([CH:9]3[CH2:14][CH2:13][N:12]([C:15]([O:17][CH2:18][C:19]4[CH:24]=[CH:23][CH:22]=[CH:21][CH:20]=4)=[O:16])[CH2:11][CH:10]3[O:25][CH2:26][C:27]3[CH:28]=[CH:29][C:30]4[O:35][CH2:34][CH2:33][N:32]([CH2:36][CH2:37][CH2:38][O:39][CH3:40])[C:31]=4[CH:42]=3)=[CH:7][CH:8]=2)[CH:47]=[CH:46][N:45]=[CH:44]1, predict the reactants needed to synthesize it. The reactants are: Cl[CH2:2][C:3]1[CH:8]=[CH:7][C:6]([CH:9]2[CH2:14][CH2:13][N:12]([C:15]([O:17][CH2:18][C:19]3[CH:24]=[CH:23][CH:22]=[CH:21][CH:20]=3)=[O:16])[CH2:11][CH:10]2[O:25][CH2:26][C:27]2[CH:28]=[CH:29][C:30]3[O:35][CH2:34][CH2:33][N:32]([CH2:36][CH2:37][CH2:38][O:39][CH2:40]C)[C:31]=3[CH:42]=2)=[CH:5][CH:4]=1.[NH:43]1[CH:47]=[CH:46][N:45]=[CH:44]1. (3) Given the product [NH2:23][C:20]1[CH:19]=[C:18]([NH:24][CH2:25][CH:26]2[CH2:31][CH2:30][N:29]([C:9]([O:11][C:12]([CH3:13])([CH3:14])[CH3:15])=[O:10])[CH2:28][CH2:27]2)[C:17]([Cl:16])=[CH:22][N:21]=1, predict the reactants needed to synthesize it. The reactants are: [C:9](O[C:9]([O:11][C:12]([CH3:15])([CH3:14])[CH3:13])=[O:10])([O:11][C:12]([CH3:15])([CH3:14])[CH3:13])=[O:10].[Cl:16][C:17]1[C:18]([NH:24][CH2:25][CH:26]2[CH2:31][CH2:30][NH:29][CH2:28][CH2:27]2)=[CH:19][C:20]([NH2:23])=[N:21][CH:22]=1.C(N(CC)CC)C.